From a dataset of Reaction yield outcomes from USPTO patents with 853,638 reactions. Predict the reaction yield, written as a fraction of the theoretical maximum amount of product (1.0 means a 100% yield; for example, 0.34 means a 34% yield). (1) The reactants are [CH2:1]([N:3]([CH2:20][CH3:21])[CH2:4][CH2:5][N:6]1[CH2:12][CH2:11][CH2:10][C:9]2[NH:13][C:14]([CH:17]=O)=[C:15]([CH3:16])[C:8]=2[C:7]1=[O:19])[CH3:2].[Br:22][C:23]1[CH:24]=[C:25]2[C:29](=[CH:30][CH:31]=1)[NH:28][C:27](=[O:32])[CH2:26]2. No catalyst specified. The product is [Br:22][C:23]1[CH:24]=[C:25]2[C:29](=[CH:30][CH:31]=1)[NH:28][C:27](=[O:32])[C:26]2=[CH:17][C:14]1[NH:13][C:9]2[CH2:10][CH2:11][CH2:12][N:6]([CH2:5][CH2:4][N:3]([CH2:20][CH3:21])[CH2:1][CH3:2])[C:7](=[O:19])[C:8]=2[C:15]=1[CH3:16]. The yield is 0.678. (2) The reactants are [CH3:1][C:2]([C:4]1[CH:9]=[CH:8][CH:7]=[C:6]([N+:10]([O-])=O)[CH:5]=1)=[O:3].[F:13][C:14]([Si](C)(C)C)([F:16])[F:15]. The catalyst is C1(C)C=CC=CC=1.C(OCC)(=O)C.[F-].C([N+](CCCC)(CCCC)CCCC)CCC. The product is [NH2:10][C:6]1[CH:5]=[C:4]([C:2]([OH:3])([CH3:1])[C:14]([F:16])([F:15])[F:13])[CH:9]=[CH:8][CH:7]=1. The yield is 0.820.